Dataset: Full USPTO retrosynthesis dataset with 1.9M reactions from patents (1976-2016). Task: Predict the reactants needed to synthesize the given product. (1) The reactants are: [Cl:1][C:2]1[CH:27]=[CH:26][C:5]([CH2:6][N:7]2[C:15]3[C:10](=[CH:11][C:12]([CH:16]=[C:17]4[S:21][C:20](SCC)=[N:19][C:18]4=[O:25])=[CH:13][CH:14]=3)[CH:9]=[N:8]2)=[C:4]([C:28]([F:31])([F:30])[F:29])[CH:3]=1.[NH:32]1[CH2:35][CH:34]([C:36]([OH:38])=[O:37])[CH2:33]1. Given the product [Cl:1][C:2]1[CH:27]=[CH:26][C:5]([CH2:6][N:7]2[C:15]3[C:10](=[CH:11][C:12]([CH:16]=[C:17]4[S:21][C:20]([N:32]5[CH2:35][CH:34]([C:36]([OH:38])=[O:37])[CH2:33]5)=[N:19][C:18]4=[O:25])=[CH:13][CH:14]=3)[CH:9]=[N:8]2)=[C:4]([C:28]([F:29])([F:30])[F:31])[CH:3]=1, predict the reactants needed to synthesize it. (2) Given the product [N:16]([C@H:19]1[CH2:24][CH2:23][N:22]([C:2]2[CH:3]=[C:4]([N:11]3[CH:15]=[N:14][N:13]=[CH:12]3)[CH:5]=[C:6]([N+:8]([O-:10])=[O:9])[CH:7]=2)[CH2:21][C@H:20]1[OH:25])=[N+:17]=[N-:18], predict the reactants needed to synthesize it. The reactants are: F[C:2]1[CH:3]=[C:4]([N:11]2[CH:15]=[N:14][N:13]=[CH:12]2)[CH:5]=[C:6]([N+:8]([O-:10])=[O:9])[CH:7]=1.[N:16]([CH:19]1[CH2:24][CH2:23][NH:22][CH2:21][CH:20]1[OH:25])=[N+:17]=[N-:18].C([O-])([O-])=O.[K+].[K+].O. (3) Given the product [F:1][CH2:2][CH:3]([N:45]1[CH2:46][CH2:47][C:41]2[CH:40]=[C:39]([O:38][CH3:37])[C:49]([N+:50]([O-:52])=[O:51])=[CH:48][C:42]=2[CH2:43][CH2:44]1)[CH2:4][F:5], predict the reactants needed to synthesize it. The reactants are: [F:1][CH2:2][CH:3](O)[CH2:4][F:5].N1C=CC=CC=1.C(#N)C.FC(F)(F)S(OS(C(F)(F)F)(=O)=O)(=O)=O.C(=O)([O-])[O-].[K+].[K+].[CH3:37][O:38][C:39]1[C:49]([N+:50]([O-:52])=[O:51])=[CH:48][C:42]2[CH2:43][CH2:44][NH:45][CH2:46][CH2:47][C:41]=2[CH:40]=1. (4) Given the product [OH:27][C@@H:24]1[CH2:25][CH2:26][N:22]([C:3]2[C:2]([C:32]3[CH:33]=[N:34][C:29]([CH3:28])=[CH:30][CH:31]=3)=[CH:21][C:6]([C:7]([NH:9][C:10]3[CH:15]=[CH:14][C:13]([O:16][C:17]([F:20])([F:19])[F:18])=[CH:12][CH:11]=3)=[O:8])=[CH:5][N:4]=2)[CH2:23]1, predict the reactants needed to synthesize it. The reactants are: Br[C:2]1[C:3]([N:22]2[CH2:26][CH2:25][C@@H:24]([OH:27])[CH2:23]2)=[N:4][CH:5]=[C:6]([CH:21]=1)[C:7]([NH:9][C:10]1[CH:15]=[CH:14][C:13]([O:16][C:17]([F:20])([F:19])[F:18])=[CH:12][CH:11]=1)=[O:8].[CH3:28][C:29]1[N:34]=[CH:33][C:32](B(O)O)=[CH:31][CH:30]=1. (5) Given the product [S:10]([N:5]1[CH:4]=[C:3]2[CH2:2][S:20][CH2:8][C:7]2=[CH:6]1)([C:13]1[CH:19]=[CH:18][C:16]([CH3:17])=[CH:15][CH:14]=1)(=[O:12])=[O:11], predict the reactants needed to synthesize it. The reactants are: Cl[CH2:2][C:3]1[C:7]([CH2:8]Cl)=[CH:6][N:5]([S:10]([C:13]2[CH:19]=[CH:18][C:16]([CH3:17])=[CH:15][CH:14]=2)(=[O:12])=[O:11])[CH:4]=1.[S-2:20].[Na+].[Na+].O.C(OCC)(=O)C.